From a dataset of Full USPTO retrosynthesis dataset with 1.9M reactions from patents (1976-2016). Predict the reactants needed to synthesize the given product. (1) Given the product [Cl-:37].[C:30]([CH:27]1[CH2:26][CH2:25][CH:24]([C:22]2[S:23][C:19]([C:4]3[CH:5]=[C:6]([NH:8][C:9]4[N:14]=[C:13]([C:15]([F:17])([F:18])[F:16])[CH:12]=[CH:11][NH+:10]=4)[CH:7]=[C:2]([CH3:1])[CH:3]=3)=[CH:20][N:21]=2)[CH2:29][CH2:28]1)([OH:32])=[O:31], predict the reactants needed to synthesize it. The reactants are: [CH3:1][C:2]1[CH:3]=[C:4]([C:19]2[S:23][C:22]([CH:24]3[CH2:29][CH2:28][CH:27]([C:30]([O:32]CC)=[O:31])[CH2:26][CH2:25]3)=[N:21][CH:20]=2)[CH:5]=[C:6]([NH:8][C:9]2[N:14]=[C:13]([C:15]([F:18])([F:17])[F:16])[CH:12]=[CH:11][N:10]=2)[CH:7]=1.[OH-].[K+].[Cl:37]CCl. (2) Given the product [C:1]([N:4]1[CH2:5][CH2:6][N:7]([C:10]2[CH:11]=[CH:12][C:13]([O:14][CH2:15][C:16]3[C:20]([C:21]4[CH:22]=[CH:23][CH:24]=[C:25]5[C:29]=4[N:28]([CH2:30][C:31]4[CH:32]=[N:33][CH:34]=[CH:35][CH:36]=4)[C:27]([C:37]([NH:61][S:58]([CH3:57])(=[O:60])=[O:59])=[O:39])=[C:26]5[CH2:40][CH2:41][CH2:42][O:43][C:44]4[CH:49]=[C:48]([CH3:50])[C:47]([Cl:51])=[C:46]([CH3:52])[CH:45]=4)=[C:19]([CH3:53])[N:18]([CH3:54])[N:17]=3)=[CH:55][CH:56]=2)[CH2:8][CH2:9]1)(=[O:3])[CH3:2], predict the reactants needed to synthesize it. The reactants are: [C:1]([N:4]1[CH2:9][CH2:8][N:7]([C:10]2[CH:56]=[CH:55][C:13]([O:14][CH2:15][C:16]3[C:20]([C:21]4[CH:22]=[CH:23][CH:24]=[C:25]5[C:29]=4[N:28]([CH2:30][C:31]4[CH:32]=[N:33][CH:34]=[CH:35][CH:36]=4)[C:27]([C:37]([OH:39])=O)=[C:26]5[CH2:40][CH2:41][CH2:42][O:43][C:44]4[CH:49]=[C:48]([CH3:50])[C:47]([Cl:51])=[C:46]([CH3:52])[CH:45]=4)=[C:19]([CH3:53])[N:18]([CH3:54])[N:17]=3)=[CH:12][CH:11]=2)[CH2:6][CH2:5]1)(=[O:3])[CH3:2].[CH3:57][S:58]([NH2:61])(=[O:60])=[O:59]. (3) Given the product [CH2:70]([N:67]1[CH2:66][CH2:65][N:64]([C@@H:59]([CH2:58][NH:57][C:18](=[O:19])[C:17]2[CH:21]=[CH:22][C:14]([O:13][CH2:12][C:10]3[C:9]4[C:4](=[CH:5][CH:6]=[CH:7][CH:8]=4)[N:3]=[C:2]([CH3:1])[CH:11]=3)=[CH:15][CH:16]=2)[C:60]([O:62][CH3:63])=[O:61])[CH2:69][CH2:68]1)[CH3:71], predict the reactants needed to synthesize it. The reactants are: [CH3:1][C:2]1[CH:11]=[C:10]([CH2:12][O:13][C:14]2[CH:22]=[CH:21][C:17]([C:18](O)=[O:19])=[CH:16][CH:15]=2)[C:9]2[C:4](=[CH:5][CH:6]=[CH:7][CH:8]=2)[N:3]=1.F[B-](F)(F)F.N1(OC(N(C)C)=[N+](C)C)C2C=CC=CC=2N=N1.C(N(C(C)C)CC)(C)C.Cl.Cl.Cl.[NH2:57][CH2:58][CH:59]([N:64]1[CH2:69][CH2:68][N:67]([CH2:70][CH3:71])[CH2:66][CH2:65]1)[C:60]([O:62][CH3:63])=[O:61].C(=O)([O-])O.[Na+]. (4) Given the product [CH3:11][N:13]1[C:17]2[C:18]([NH:22][CH:23]=[O:25])=[CH:19][CH:20]=[CH:21][C:16]=2[N:15]=[CH:14]1, predict the reactants needed to synthesize it. The reactants are: CNC1C=CC=C(N)C=1N.[CH2:11]([N:13]1[C:17]2[C:18]([NH:22][C:23](=[O:25])C)=[CH:19][CH:20]=[CH:21][C:16]=2[N:15]=[C:14]1C)C.C(OC(=O)C)(=O)C. (5) Given the product [C:18]([C:17]1[CH:20]=[C:13]([C:11]2[O:10][N:9]=[C:8]([C:4]3[C:3]([CH3:25])=[C:2]([CH2:47][CH2:48][CH2:49][C:50]([O:52][CH2:53][CH3:54])=[O:51])[CH:7]=[CH:6][CH:5]=3)[N:12]=2)[CH:14]=[CH:15][C:16]=1[O:21][CH:22]([CH3:24])[CH3:23])#[N:19], predict the reactants needed to synthesize it. The reactants are: Br[C:2]1[C:3]([CH3:25])=[C:4]([C:8]2[N:12]=[C:11]([C:13]3[CH:14]=[CH:15][C:16]([O:21][CH:22]([CH3:24])[CH3:23])=[C:17]([CH:20]=3)[C:18]#[N:19])[O:10][N:9]=2)[CH:5]=[CH:6][CH:7]=1.CC(P(C(C)(C)C)C(C)(C)C)(C)C.C([O-])([O-])=O.[Cs+].[Cs+].Br[Zn][CH2:47][CH2:48][CH2:49][C:50]([O:52][CH2:53][CH3:54])=[O:51].